This data is from Full USPTO retrosynthesis dataset with 1.9M reactions from patents (1976-2016). The task is: Predict the reactants needed to synthesize the given product. (1) Given the product [Br:1][C:2]1[CH:3]=[C:4]2[C:14](=[CH:15][CH:16]=1)[C@:7]1([O:11][C:10](=[O:12])[NH:9][C:8]1=[O:13])[CH2:6][C@H:5]2[OH:17], predict the reactants needed to synthesize it. The reactants are: [Br:1][C:2]1[CH:3]=[C:4]2[C:14](=[CH:15][CH:16]=1)[C@:7]1([O:11][C:10](=[O:12])[NH:9][C:8]1=[O:13])[CH2:6][C:5]2=[O:17].C([BH-](C(CC)C)C(CC)C)(CC)C.[Li+].O.Cl. (2) Given the product [F:17][C:2]([F:1])([F:16])[C:3]1[N:8]=[CH:7][C:6]([CH:9]2[O:10][CH2:11][CH2:12][NH:13][CH2:14]2)=[CH:5][CH:4]=1, predict the reactants needed to synthesize it. The reactants are: [F:1][C:2]([F:17])([F:16])[C:3]1[N:8]=[CH:7][C:6]([CH:9]2[CH2:14][NH:13][C:12](=O)[CH2:11][O:10]2)=[CH:5][CH:4]=1.[H-].[H-].[H-].[H-].[Li+].[Al+3]. (3) Given the product [CH2:36]([O:35][C:33]([N:1]1[CH2:6][CH2:5][CH:4]([NH:7][C:8]([C:10]2[C:14]3[N:15]=[CH:16][N:17]=[C:18]([C:19]4[C:27]5[O:26][CH2:25][O:24][C:23]=5[CH:22]=[CH:21][C:20]=4[O:28][CH2:29][CH2:30][CH3:31])[C:13]=3[NH:12][CH:11]=2)=[O:9])[CH2:3][CH2:2]1)=[O:34])[CH3:37], predict the reactants needed to synthesize it. The reactants are: [NH:1]1[CH2:6][CH2:5][CH:4]([NH:7][C:8]([C:10]2[C:14]3[N:15]=[CH:16][N:17]=[C:18]([C:19]4[C:27]5[O:26][CH2:25][O:24][C:23]=5[CH:22]=[CH:21][C:20]=4[O:28][CH2:29][CH2:30][CH3:31])[C:13]=3[NH:12][CH:11]=2)=[O:9])[CH2:3][CH2:2]1.Cl[C:33]([O:35][CH2:36][CH3:37])=[O:34]. (4) Given the product [ClH:3].[NH2:5][C:6]1[N:11]=[CH:10][C:9](/[CH:12]=[CH:13]/[C:14]([N:38]([CH2:23][C:22]2[CH:26]=[CH:27][CH:28]=[C:29]([O:30][CH3:31])[C:21]=2[O:20][CH:17]([CH3:18])[CH3:19])[CH3:36])=[O:16])=[CH:8][CH:7]=1, predict the reactants needed to synthesize it. The reactants are: C(Cl)C[Cl:3].[NH2:5][C:6]1[N:11]=[CH:10][C:9](/[CH:12]=[CH:13]/[C:14]([OH:16])=O)=[CH:8][CH:7]=1.[CH:17]([O:20][C:21]1[C:29]([O:30][CH3:31])=[CH:28][CH:27]=[CH:26][C:22]=1[CH2:23]CN)([CH3:19])[CH3:18].C1C=CC2N(O)N=[N:38][C:36]=2C=1.CCN(C(C)C)C(C)C.Cl. (5) Given the product [I:27][C:24]1[CH:23]=[C:20]2[C:19](=[CH:26][CH:25]=1)[N:1]([C:3]1[CH:4]=[CH:5][C:6]([C:7]([OH:9])=[O:8])=[CH:10][CH:11]=1)[N:2]=[CH:21]2, predict the reactants needed to synthesize it. The reactants are: [NH:1]([C:3]1[CH:11]=[CH:10][C:6]([C:7]([OH:9])=[O:8])=[CH:5][CH:4]=1)[NH2:2].C(=O)([O-])[O-].[Cs+].[Cs+].F[C:19]1[CH:26]=[CH:25][C:24]([I:27])=[CH:23][C:20]=1[CH:21]=O.C(O)(=O)CC(CC(O)=O)(C(O)=O)O. (6) The reactants are: [N:1]1[CH:6]=[CH:5][CH:4]=[CH:3][C:2]=1[C:7]1[C:8]([CH:17]([NH:19]C(=O)OC(C)(C)C)[CH3:18])=[N:9][C:10]2[C:15]([CH:16]=1)=[CH:14][N:13]=[CH:12][CH:11]=2.FC(F)(F)C(O)=O. Given the product [N:1]1[CH:6]=[CH:5][CH:4]=[CH:3][C:2]=1[C:7]1[C:8]([CH:17]([NH2:19])[CH3:18])=[N:9][C:10]2[C:15]([CH:16]=1)=[CH:14][N:13]=[CH:12][CH:11]=2, predict the reactants needed to synthesize it.